Predict the reaction yield, written as a fraction of the theoretical maximum amount of product (1.0 means a 100% yield; for example, 0.34 means a 34% yield). From a dataset of Reaction yield outcomes from USPTO patents with 853,638 reactions. The reactants are [CH3:1][C:2]1[CH:7]=[C:6]([CH3:8])[NH:5][C:4](=[O:9])[C:3]=1[CH2:10][NH:11][C:12]([C:14]1[C:15]([CH3:49])=[C:16]([N:33]([CH2:47][CH3:48])[CH:34]2[CH2:39][CH2:38][N:37](C(OC(C)(C)C)=O)[CH2:36][CH2:35]2)[CH:17]=[C:18]([C:20]2[CH:25]=[CH:24][C:23]([CH2:26][N:27]3[CH2:32][CH2:31][O:30][CH2:29][CH2:28]3)=[CH:22][CH:21]=2)[CH:19]=1)=[O:13].C(O)(C(F)(F)F)=O. The catalyst is C(Cl)Cl. The product is [CH3:1][C:2]1[CH:7]=[C:6]([CH3:8])[NH:5][C:4](=[O:9])[C:3]=1[CH2:10][NH:11][C:12]([C:14]1[CH:19]=[C:18]([C:20]2[CH:25]=[CH:24][C:23]([CH2:26][N:27]3[CH2:28][CH2:29][O:30][CH2:31][CH2:32]3)=[CH:22][CH:21]=2)[CH:17]=[C:16]([N:33]([CH2:47][CH3:48])[CH:34]2[CH2:35][CH2:36][NH:37][CH2:38][CH2:39]2)[C:15]=1[CH3:49])=[O:13]. The yield is 0.818.